This data is from Forward reaction prediction with 1.9M reactions from USPTO patents (1976-2016). The task is: Predict the product of the given reaction. (1) Given the reactants [F:1][C:2]([F:12])([F:11])[C:3]1[CH:10]=[CH:9][CH:8]=[CH:7][C:4]=1[CH:5]=O.[NH2:13][C:14]1[CH:15]=[C:16]2[C:20]3=[C:21]([CH2:23][S:24][CH2:25][CH2:26][N:19]3[C@H:18]3[CH2:27][CH2:28][N:29](C(OC(C)(C)C)=O)[CH2:30][C@@H:17]23)[CH:22]=1, predict the reaction product. The product is: [F:1][C:2]([F:12])([F:11])[C:3]1[CH:10]=[CH:9][CH:8]=[CH:7][C:4]=1[CH2:5][NH:13][C:14]1[CH:15]=[C:16]2[C:20]3=[C:21]([CH2:23][S:24][CH2:25][CH2:26][N:19]3[C@H:18]3[CH2:27][CH2:28][NH:29][CH2:30][C@@H:17]23)[CH:22]=1. (2) Given the reactants Br.[NH2:2][C:3]1[CH:15]=[C:14]2[C:6]([C:7]3[C:8]([Br:19])=[CH:9][CH:10]=[C:11]([C:16]([NH2:18])=[O:17])[C:12]=3[NH:13]2)=[CH:5][CH:4]=1.[CH3:20][C:21]1([CH3:27])[CH2:25][CH2:24][O:23][C:22]1=[O:26].C[Al](C)C.O, predict the reaction product. The product is: [Br:19][C:8]1[C:7]2[C:6]3[C:14](=[CH:15][C:3]([NH:2][C:22](=[O:26])[C:21]([CH3:27])([CH3:20])[CH2:25][CH2:24][OH:23])=[CH:4][CH:5]=3)[NH:13][C:12]=2[C:11]([C:16]([NH2:18])=[O:17])=[CH:10][CH:9]=1. (3) Given the reactants Br[C:2]1=[CH:3][C:4](=[O:9])[O:5]/[C:6]/1=[CH:7]\Br.[S:10]1[CH:14]=[CH:13][CH:12]=[C:11]1B(O)O.[F-].[Cs+], predict the reaction product. The product is: [S:10]1[CH:14]=[CH:13][CH:12]=[C:11]1[C:2]1=[CH:3][C:4](=[O:9])[O:5]/[C:6]/1=[CH:7]\[C:11]1[S:10][CH:14]=[CH:13][CH:12]=1. (4) Given the reactants Cl[C:2]1[C:11]([N:12]([CH:14]([CH3:16])[CH3:15])[CH3:13])=[N:10][C:9]2[C:4](=[CH:5][CH:6]=[C:7]([C:17]([O:19][CH3:20])=[O:18])[CH:8]=2)[N:3]=1.[O-]P([O-])([O-])=O.[K+].[K+].[K+].[CH3:29][O:30][C:31]1[N:36]=[CH:35][C:34](B(O)O)=[CH:33][CH:32]=1, predict the reaction product. The product is: [CH:14]([N:12]([CH3:13])[C:11]1[C:2]([C:34]2[CH:35]=[N:36][C:31]([O:30][CH3:29])=[CH:32][CH:33]=2)=[N:3][C:4]2[C:9]([N:10]=1)=[CH:8][C:7]([C:17]([O:19][CH3:20])=[O:18])=[CH:6][CH:5]=2)([CH3:16])[CH3:15].